This data is from Catalyst prediction with 721,799 reactions and 888 catalyst types from USPTO. The task is: Predict which catalyst facilitates the given reaction. (1) Reactant: [F:1][C:2]([F:35])([F:34])[C:3]([C:9]1[CH:10]=[C:11]2[C:15](=[CH:16][CH:17]=1)[N:14]([CH2:18][C:19]1[N:20]=[C:21]([C:25]3[CH:30]=[CH:29][C:28]([CH2:31][OH:32])=[CH:27][CH:26]=3)[O:22][C:23]=1[CH3:24])[CH:13]([CH3:33])[CH2:12]2)([OH:8])[C:4]([F:7])([F:6])[F:5]. Product: [CH3:24][C:23]1[O:22][C:21]([C:25]2[CH:26]=[CH:27][C:28]([CH:31]=[O:32])=[CH:29][CH:30]=2)=[N:20][C:19]=1[CH2:18][N:14]1[C:15]2[C:11](=[CH:10][C:9]([C:3]([OH:8])([C:4]([F:7])([F:6])[F:5])[C:2]([F:1])([F:34])[F:35])=[CH:17][CH:16]=2)[CH:12]=[C:13]1[CH3:33]. The catalyst class is: 784. (2) Reactant: [Cl:1][C:2]1[C:6]([CH2:7][NH:8][CH3:9])=[CH:5][S:4][C:3]=1[C:10]([NH:12][C@@H:13]1[CH2:18][C@@H:17]([C:19]([N:21]([CH3:23])[CH3:22])=[O:20])[CH2:16][CH2:15][C@@H:14]1[NH:24][C:25](=[O:36])[C:26]([NH:28][C:29]1[CH:34]=[CH:33][C:32]([Cl:35])=[CH:31][N:30]=1)=[O:27])=[O:11].C(N(CC)CC)C.Br[CH2:45][CH2:46][N:47]=[C:48]=[O:49]. Product: [ClH:1].[Cl:1][C:2]1[C:6]([CH2:7][N:8]([C:48]2[O:49][CH2:45][CH2:46][N:47]=2)[CH3:9])=[CH:5][S:4][C:3]=1[C:10]([NH:12][C@@H:13]1[CH2:18][C@@H:17]([C:19]([N:21]([CH3:22])[CH3:23])=[O:20])[CH2:16][CH2:15][C@@H:14]1[NH:24][C:25](=[O:36])[C:26]([NH:28][C:29]1[CH:34]=[CH:33][C:32]([Cl:35])=[CH:31][N:30]=1)=[O:27])=[O:11]. The catalyst class is: 2. (3) Reactant: [C:1]1([CH:7]([C:11]2[CH:16]=[CH:15][CH:14]=[CH:13][CH:12]=2)[C:8](Cl)=[O:9])[CH:6]=[CH:5][CH:4]=[CH:3][CH:2]=1.Br.[Br:18][CH2:19][CH2:20][CH2:21][NH2:22].C(N(CC)CC)C.O. Product: [Br:18][CH2:19][CH2:20][CH2:21][NH:22][C:8](=[O:9])[CH:7]([C:11]1[CH:16]=[CH:15][CH:14]=[CH:13][CH:12]=1)[C:1]1[CH:6]=[CH:5][CH:4]=[CH:3][CH:2]=1. The catalyst class is: 4. (4) Reactant: [Cl:1][C:2]1[CH:7]=[C:6]([C:8](=[O:12])[N:9]([CH3:11])[CH3:10])[CH:5]=[CH:4][C:3]=1[N:13]([CH3:33])[C:14]([C:16]1[S:32][C:19]2[C:20]3[CH:28]=[CH:27][C:26]([C:29](O)=[O:30])=[CH:25][C:21]=3[O:22][CH2:23][CH2:24][C:18]=2[CH:17]=1)=[O:15].[CH3:34][C:35]([NH2:39])([CH3:38])[CH2:36][NH2:37].CN(C(ON1N=NC2C=CC=NC1=2)=[N+](C)C)C.F[P-](F)(F)(F)(F)F.CCN(C(C)C)C(C)C. Product: [NH2:39][C:35]([CH3:38])([CH3:34])[CH2:36][NH:37][C:29]([C:26]1[CH:27]=[CH:28][C:20]2[C:19]3[S:32][C:16]([C:14]([N:13]([C:3]4[CH:4]=[CH:5][C:6]([C:8](=[O:12])[N:9]([CH3:10])[CH3:11])=[CH:7][C:2]=4[Cl:1])[CH3:33])=[O:15])=[CH:17][C:18]=3[CH2:24][CH2:23][O:22][C:21]=2[CH:25]=1)=[O:30]. The catalyst class is: 1. (5) Reactant: C[O:2][C:3]([C:5]1[NH:6][C:7]2[C:12]([C:13]=1[I:14])=[C:11]([O:15][CH3:16])[CH:10]=[CH:9][C:8]=2[I:17])=[O:4].[H-].[Na+].Br[CH2:21][C:22]1[CH:26]=[C:25]([C:27]2[S:28][C:29]([Cl:32])=[CH:30][CH:31]=2)[O:24][N:23]=1.BrCC1ON=C(C2SC(Cl)=CC=2)C=1. Product: [Cl:32][C:29]1[S:28][C:27]([C:25]2[O:24][N:23]=[C:22]([CH2:21][N:6]3[C:7]4[C:12](=[C:11]([O:15][CH3:16])[CH:10]=[CH:9][C:8]=4[I:17])[C:13]([I:14])=[C:5]3[C:3]([OH:2])=[O:4])[CH:26]=2)=[CH:31][CH:30]=1. The catalyst class is: 18. (6) Reactant: [C:1]1([N:7]2[CH2:12][CH2:11][NH:10][CH2:9][CH2:8]2)[CH:6]=[CH:5][CH:4]=[CH:3][CH:2]=1.CS(O[CH2:18][C:19]1[CH:20]=[C:21]([CH:24]=[CH:25][C:26]=1[O:27][CH2:28][C:29]1[CH:34]=[CH:33][CH:32]=[CH:31][CH:30]=1)[CH:22]=[O:23])(=O)=O. Product: [C:29]1([CH2:28][O:27][C:26]2[CH:25]=[CH:24][C:21]([CH:22]=[O:23])=[CH:20][C:19]=2[CH2:18][N:10]2[CH2:11][CH2:12][N:7]([C:1]3[CH:6]=[CH:5][CH:4]=[CH:3][CH:2]=3)[CH2:8][CH2:9]2)[CH:34]=[CH:33][CH:32]=[CH:31][CH:30]=1. The catalyst class is: 9. (7) Reactant: [NH2:1][C:2]1[S:3][C:4]2[CH:10]=[C:9]([C:11]3[CH:12]=[C:13]([N:23]4[CH:28]=[CH:27][C:26](=[O:29])[NH:25][C:24]4=[O:30])[CH:14]=[C:15]([C:19]([CH3:22])([CH3:21])[CH3:20])[C:16]=3[O:17][CH3:18])[CH:8]=[CH:7][C:5]=2[N:6]=1.[CH3:31][S:32](Cl)(=[O:34])=[O:33].N1C=CC=CC=1. Product: [C:19]([C:15]1[C:16]([O:17][CH3:18])=[C:11]([C:9]2[CH:8]=[CH:7][C:5]3[N:6]=[C:2]([NH:1][S:32]([CH3:31])(=[O:34])=[O:33])[S:3][C:4]=3[CH:10]=2)[CH:12]=[C:13]([N:23]2[CH:28]=[CH:27][C:26](=[O:29])[NH:25][C:24]2=[O:30])[CH:14]=1)([CH3:22])([CH3:21])[CH3:20]. The catalyst class is: 2.